From a dataset of NCI-60 drug combinations with 297,098 pairs across 59 cell lines. Regression. Given two drug SMILES strings and cell line genomic features, predict the synergy score measuring deviation from expected non-interaction effect. (1) Drug 1: CCCCCOC(=O)NC1=NC(=O)N(C=C1F)C2C(C(C(O2)C)O)O. Drug 2: C(CC(=O)O)C(=O)CN.Cl. Cell line: DU-145. Synergy scores: CSS=28.2, Synergy_ZIP=3.18, Synergy_Bliss=6.13, Synergy_Loewe=0.487, Synergy_HSA=0.978. (2) Drug 1: C1=CN(C(=O)N=C1N)C2C(C(C(O2)CO)O)O.Cl. Drug 2: C1CNP(=O)(OC1)N(CCCl)CCCl. Cell line: SW-620. Synergy scores: CSS=22.4, Synergy_ZIP=-1.47, Synergy_Bliss=3.89, Synergy_Loewe=-27.6, Synergy_HSA=3.88. (3) Drug 1: C1CN1C2=NC(=NC(=N2)N3CC3)N4CC4. Drug 2: CC1=CC2C(CCC3(C2CCC3(C(=O)C)OC(=O)C)C)C4(C1=CC(=O)CC4)C. Cell line: SW-620. Synergy scores: CSS=29.7, Synergy_ZIP=-5.12, Synergy_Bliss=1.70, Synergy_Loewe=-7.59, Synergy_HSA=0.739. (4) Drug 1: CN(C)N=NC1=C(NC=N1)C(=O)N. Drug 2: C1=CC(=CC=C1CCCC(=O)O)N(CCCl)CCCl. Cell line: MDA-MB-231. Synergy scores: CSS=23.5, Synergy_ZIP=3.37, Synergy_Bliss=4.36, Synergy_Loewe=-3.65, Synergy_HSA=1.85. (5) Drug 1: CC1C(C(CC(O1)OC2CC(CC3=C2C(=C4C(=C3O)C(=O)C5=C(C4=O)C(=CC=C5)OC)O)(C(=O)C)O)N)O.Cl. Drug 2: C(CN)CNCCSP(=O)(O)O. Cell line: M14. Synergy scores: CSS=11.6, Synergy_ZIP=-2.79, Synergy_Bliss=2.38, Synergy_Loewe=-50.3, Synergy_HSA=-0.552. (6) Drug 1: C1CCC(C1)C(CC#N)N2C=C(C=N2)C3=C4C=CNC4=NC=N3. Synergy scores: CSS=49.7, Synergy_ZIP=16.8, Synergy_Bliss=16.0, Synergy_Loewe=-59.0, Synergy_HSA=8.75. Cell line: UACC62. Drug 2: CC1=C2C(C(=O)C3(C(CC4C(C3C(C(C2(C)C)(CC1OC(=O)C(C(C5=CC=CC=C5)NC(=O)C6=CC=CC=C6)O)O)OC(=O)C7=CC=CC=C7)(CO4)OC(=O)C)O)C)OC(=O)C. (7) Drug 1: C1=CC(=CC=C1CCC2=CNC3=C2C(=O)NC(=N3)N)C(=O)NC(CCC(=O)O)C(=O)O. Drug 2: CN1C(=O)N2C=NC(=C2N=N1)C(=O)N. Cell line: OVCAR3. Synergy scores: CSS=33.1, Synergy_ZIP=3.03, Synergy_Bliss=4.64, Synergy_Loewe=-18.1, Synergy_HSA=3.83.